From a dataset of Catalyst prediction with 721,799 reactions and 888 catalyst types from USPTO. Predict which catalyst facilitates the given reaction. Reactant: [Si:1]([O:8][C:9]1[CH:14]=[CH:13][C:12](/[CH:15]=[CH:16]/[C:17](OCC)=[O:18])=[CH:11][C:10]=1[O:22][CH3:23])([C:4]([CH3:7])([CH3:6])[CH3:5])([CH3:3])[CH3:2].CC(C[AlH]CC(C)C)C. Product: [Si:1]([O:8][C:9]1[CH:14]=[CH:13][C:12](/[CH:15]=[CH:16]/[CH2:17][OH:18])=[CH:11][C:10]=1[O:22][CH3:23])([C:4]([CH3:7])([CH3:6])[CH3:5])([CH3:2])[CH3:3]. The catalyst class is: 1.